Dataset: Forward reaction prediction with 1.9M reactions from USPTO patents (1976-2016). Task: Predict the product of the given reaction. (1) Given the reactants [F:1][C:2]1[CH:9]=[C:8](F)[CH:7]=[CH:6][C:3]=1[CH:4]=[O:5].[CH3:11][O:12][C:13]1[CH:18]=[CH:17][C:16]([OH:19])=[CH:15][CH:14]=1, predict the reaction product. The product is: [F:1][C:2]1[CH:9]=[C:8]([O:19][C:16]2[CH:17]=[CH:18][C:13]([O:12][CH3:11])=[CH:14][CH:15]=2)[CH:7]=[CH:6][C:3]=1[CH:4]=[O:5]. (2) Given the reactants [NH:1]1[C:9]2[C:4](=[CH:5][CH:6]=[CH:7][CH:8]=2)[C:3](/[CH:10]=[CH:11]/[C:12]2[CH:17]=[CH:16][CH:15]=[CH:14][C:13]=2[N:18]2[CH:22]=[CH:21][C:20]([CH:23]=O)=[CH:19]2)=[N:2]1.[CH2:25]([CH2:27][NH2:28])[OH:26].C(O)(=O)C.C(O[BH-](OC(=O)C)OC(=O)C)(=O)C.[Na+], predict the reaction product. The product is: [NH:1]1[C:9]2[C:4](=[CH:5][CH:6]=[CH:7][CH:8]=2)[C:3](/[CH:10]=[CH:11]/[C:12]2[CH:17]=[CH:16][CH:15]=[CH:14][C:13]=2[N:18]2[CH:22]=[CH:21][C:20]([CH2:23][NH:28][CH2:27][CH2:25][OH:26])=[CH:19]2)=[N:2]1. (3) Given the reactants Cl[C:2]1[C:7]([C:8]([NH:10][CH2:11][C:12]2[CH:17]=[C:16]([F:18])[CH:15]=[C:14](F)[CH:13]=2)=[O:9])=[C:6]([CH3:20])[CH:5]=[C:4]([Cl:21])[N:3]=1.C([O-])([O-])=O.[K+].[K+].[CH2:28]([SH:30])[CH3:29].O, predict the reaction product. The product is: [Cl:21][C:4]1[N:3]=[C:2]([S:30][CH2:28][CH3:29])[C:7]([C:8]([NH:10][CH2:11][C:12]2[CH:13]=[CH:14][CH:15]=[C:16]([F:18])[CH:17]=2)=[O:9])=[C:6]([CH3:20])[CH:5]=1.